From a dataset of Peptide-MHC class II binding affinity with 134,281 pairs from IEDB. Regression. Given a peptide amino acid sequence and an MHC pseudo amino acid sequence, predict their binding affinity value. This is MHC class II binding data. (1) The peptide sequence is THNHDDKSVETILVE. The MHC is DRB1_0101 with pseudo-sequence DRB1_0101. The binding affinity (normalized) is 0.0496. (2) The peptide sequence is INEPTAAAIATGLDR. The MHC is HLA-DQA10102-DQB10602 with pseudo-sequence HLA-DQA10102-DQB10602. The binding affinity (normalized) is 0.540. (3) The peptide sequence is NVEGSYEGAYAPVLQDFRSL. The MHC is DRB1_0403 with pseudo-sequence DRB1_0403. The binding affinity (normalized) is 0. (4) The peptide sequence is AFKCAATAANAAPAN. The MHC is DRB1_0901 with pseudo-sequence DRB1_0901. The binding affinity (normalized) is 0.522. (5) The peptide sequence is EGFKLLSCLVEIESC. The MHC is DRB1_0101 with pseudo-sequence DRB1_0101. The binding affinity (normalized) is 0.559.